Dataset: Catalyst prediction with 721,799 reactions and 888 catalyst types from USPTO. Task: Predict which catalyst facilitates the given reaction. Reactant: [C:1]([O:5][C:6]([N:8]1[CH2:13][CH2:12][C:11]([NH:17][C:18]([O:20][C:21]([CH3:24])([CH3:23])[CH3:22])=[O:19])([C:14](O)=[O:15])[CH2:10][CH2:9]1)=[O:7])([CH3:4])([CH3:3])[CH3:2].[NH2:25][C:26]1[CH:31]=[CH:30][CH:29]=[CH:28][C:27]=1[OH:32]. Product: [C:1]([O:5][C:6]([N:8]1[CH2:13][CH2:12][C:11]([NH:17][C:18]([O:20][C:21]([CH3:24])([CH3:23])[CH3:22])=[O:19])([C:14](=[O:15])[NH:25][C:26]2[CH:31]=[CH:30][CH:29]=[CH:28][C:27]=2[OH:32])[CH2:10][CH2:9]1)=[O:7])([CH3:4])([CH3:3])[CH3:2]. The catalyst class is: 15.